This data is from Full USPTO retrosynthesis dataset with 1.9M reactions from patents (1976-2016). The task is: Predict the reactants needed to synthesize the given product. (1) Given the product [CH3:13][C:10]1[O:11][C:12]2[C:4]([CH2:1][CH2:2][CH3:3])=[C:5]([OH:20])[CH:6]=[CH:7][C:8]=2[C:9]=1[C:14]1[CH:19]=[CH:18][CH:17]=[CH:16][CH:15]=1, predict the reactants needed to synthesize it. The reactants are: [CH2:1]([C:4]1[C:12]2[O:11][C:10]([CH3:13])=[C:9]([C:14]3[CH:19]=[CH:18][CH:17]=[CH:16][CH:15]=3)[C:8]=2[CH:7]=[CH:6][C:5]=1[OH:20])[CH:2]=[CH2:3]. (2) Given the product [F:14][C:15]1([F:21])[CH2:20][CH2:19][N:18]([CH2:2][CH2:3][O:4][C:5]2[CH:10]=[CH:9][C:8]([C:11](=[O:13])[CH3:12])=[CH:7][CH:6]=2)[CH2:17][CH2:16]1, predict the reactants needed to synthesize it. The reactants are: Br[CH2:2][CH2:3][O:4][C:5]1[CH:10]=[CH:9][C:8]([C:11](=[O:13])[CH3:12])=[CH:7][CH:6]=1.[F:14][C:15]1([F:21])[CH2:20][CH2:19][NH:18][CH2:17][CH2:16]1.Cl.C(=O)([O-])[O-].[K+].[K+].